From a dataset of NCI-60 drug combinations with 297,098 pairs across 59 cell lines. Regression. Given two drug SMILES strings and cell line genomic features, predict the synergy score measuring deviation from expected non-interaction effect. Drug 1: C1=CN(C(=O)N=C1N)C2C(C(C(O2)CO)O)O.Cl. Drug 2: COC1=C2C(=CC3=C1OC=C3)C=CC(=O)O2. Cell line: NCIH23. Synergy scores: CSS=61.6, Synergy_ZIP=-2.24, Synergy_Bliss=-3.86, Synergy_Loewe=-32.4, Synergy_HSA=-1.19.